From a dataset of Reaction yield outcomes from USPTO patents with 853,638 reactions. Predict the reaction yield, written as a fraction of the theoretical maximum amount of product (1.0 means a 100% yield; for example, 0.34 means a 34% yield). (1) The reactants are [CH2:1]([O:8][C:9]1[CH:10]=[C:11]([S:15](Cl)(=[O:17])=[O:16])[CH:12]=[CH:13][CH:14]=1)[C:2]1[CH:7]=[CH:6][CH:5]=[CH:4][CH:3]=1.[CH2:19]([C@H:26]([NH:38][C:39](=[O:49])[O:40][C@@H:41]1[C@H:48]2[C@H:44]([O:45][CH2:46][CH2:47]2)[O:43][CH2:42]1)[C@H:27]([OH:37])[CH2:28][NH:29][O:30][CH:31]1[CH2:36][CH2:35][CH2:34][CH2:33][CH2:32]1)[C:20]1[CH:25]=[CH:24][CH:23]=[CH:22][CH:21]=1.C(N(C(C)C)CC)(C)C. The catalyst is O1CCCC1.CN(C1C=CC=CN=1)C. The product is [CH2:19]([C@H:26]([NH:38][C:39](=[O:49])[O:40][C@@H:41]1[C@H:48]2[C@H:44]([O:45][CH2:46][CH2:47]2)[O:43][CH2:42]1)[C@H:27]([OH:37])[CH2:28][N:29]([S:15]([C:11]1[CH:12]=[CH:13][CH:14]=[C:9]([O:8][CH2:1][C:2]2[CH:7]=[CH:6][CH:5]=[CH:4][CH:3]=2)[CH:10]=1)(=[O:17])=[O:16])[O:30][CH:31]1[CH2:32][CH2:33][CH2:34][CH2:35][CH2:36]1)[C:20]1[CH:21]=[CH:22][CH:23]=[CH:24][CH:25]=1. The yield is 0.890. (2) The reactants are [N:1]12CCCN=C1CCCC[CH2:2]2.[Br:12][C:13]1[C:22]2[C:17](=[CH:18][CH:19]=[CH:20][CH:21]=2)[CH:16]=[N+:15]([O-])[CH:14]=1.C([Si](C)(C)C)#N. The catalyst is C1COCC1. The product is [Br:12][C:13]1[C:22]2[C:17](=[CH:18][CH:19]=[CH:20][CH:21]=2)[C:16]([C:2]#[N:1])=[N:15][CH:14]=1. The yield is 0.820. (3) The reactants are Br[C:2]1[C:3]2[O:12][C:11]([CH2:13][N:14]3[CH2:19][CH2:18][N:17]([S:20]([CH3:23])(=[O:22])=[O:21])[CH2:16][CH2:15]3)=[CH:10][C:4]=2[C:5](=[O:9])[N:6]([CH3:8])[CH:7]=1.IC1C(=O)N(C)C=C(I)C=1OC.CC1(C)C(C)(C)OB([C:44]2[CH:49]=[CH:48][N:47]=[C:46]([NH:50][C:51](=[O:53])[CH3:52])[CH:45]=2)O1.C(=O)([O-])[O-].[K+].[K+]. The catalyst is CO.C1C=CC([P]([Pd]([P](C2C=CC=CC=2)(C2C=CC=CC=2)C2C=CC=CC=2)([P](C2C=CC=CC=2)(C2C=CC=CC=2)C2C=CC=CC=2)[P](C2C=CC=CC=2)(C2C=CC=CC=2)C2C=CC=CC=2)(C2C=CC=CC=2)C2C=CC=CC=2)=CC=1. The product is [CH3:8][N:6]1[CH:7]=[C:2]([C:44]2[CH:49]=[CH:48][N:47]=[C:46]([NH:50][C:51](=[O:53])[CH3:52])[CH:45]=2)[C:3]2[O:12][C:11]([CH2:13][N:14]3[CH2:19][CH2:18][N:17]([S:20]([CH3:23])(=[O:22])=[O:21])[CH2:16][CH2:15]3)=[CH:10][C:4]=2[C:5]1=[O:9]. The yield is 0.396. (4) The reactants are O[CH2:2][C:3]1[CH:12]=[N:11][C:10]2[N:9]3[CH2:13][CH2:14][S:15][CH2:16][C@H:8]3[C:7](=[O:17])[NH:6][C:5]=2[CH:4]=1.[I-].C(C[P+](C)(C)C)#N.CCN(C(C)C)C(C)C.[N:35]1([C:41]2[CH:51]=[CH:50][C:44]([C:45]([O:47][CH2:48][CH3:49])=[O:46])=[CH:43][CH:42]=2)[CH2:40][CH2:39][NH:38][CH2:37][CH2:36]1. The catalyst is C(#N)CC.CCO.O. The product is [O:17]=[C:7]1[NH:6][C:5]2[CH:4]=[C:3]([CH2:2][N:38]3[CH2:37][CH2:36][N:35]([C:41]4[CH:42]=[CH:43][C:44]([C:45]([O:47][CH2:48][CH3:49])=[O:46])=[CH:50][CH:51]=4)[CH2:40][CH2:39]3)[CH:12]=[N:11][C:10]=2[N:9]2[CH2:13][CH2:14][S:15][CH2:16][C@@H:8]12. The yield is 0.820. (5) The reactants are [Si:1]([O:8][CH2:9][C:10]1[CH:19]=[CH:18][C:13]([C:14]([NH:16][NH2:17])=[O:15])=[CH:12][CH:11]=1)([C:4]([CH3:7])([CH3:6])[CH3:5])([CH3:3])[CH3:2].Cl.[C:21](=N)(OCC)[CH2:22][CH3:23].CCN(CC)CC. The catalyst is CCO. The product is [Si:1]([O:8][CH2:9][C:10]1[CH:11]=[CH:12][C:13]([C:14]2[O:15][C:21]([CH2:22][CH3:23])=[N:17][N:16]=2)=[CH:18][CH:19]=1)([C:4]([CH3:7])([CH3:6])[CH3:5])([CH3:3])[CH3:2]. The yield is 0.440. (6) The reactants are [CH2:1]([C:3]([F:31])([CH2:29][CH3:30])[CH2:4][N:5]1[CH2:10][CH2:9][CH:8]([CH2:11][O:12][C:13]2[CH:14]=[N:15][C:16]([C:19]3[CH:27]=[CH:26][C:22]([C:23](O)=[O:24])=[C:21]([F:28])[CH:20]=3)=[N:17][CH:18]=2)[CH2:7][CH2:6]1)[CH3:2].[NH:32]1[CH2:39][CH2:38][CH2:37][C@H:33]1[C:34]([NH2:36])=[O:35].C1C=CC2N(O)N=NC=2C=1.C(Cl)CCl.CCN(C(C)C)C(C)C.[NH4+].[Cl-]. The catalyst is C(Cl)Cl. The product is [CH2:29]([C:3]([F:31])([CH2:1][CH3:2])[CH2:4][N:5]1[CH2:10][CH2:9][CH:8]([CH2:11][O:12][C:13]2[CH:18]=[N:17][C:16]([C:19]3[CH:27]=[CH:26][C:22]([C:23]([N:32]4[CH2:39][CH2:38][CH2:37][C@H:33]4[C:34]([NH2:36])=[O:35])=[O:24])=[C:21]([F:28])[CH:20]=3)=[N:15][CH:14]=2)[CH2:7][CH2:6]1)[CH3:30]. The yield is 0.900. (7) The reactants are [CH3:1][N:2]1[C:7]2[S:8][C:9]([C:11]#[C:12][CH2:13][O:14][CH:15]3[CH2:20][CH2:19][CH2:18][CH2:17][O:16]3)=[CH:10][C:6]=2[C:5](=[O:21])[CH2:4][S:3]1(=[O:23])=[O:22].C(N(CC)CC)C.[Cl:31][C:32]1[CH:41]=[CH:40][C:35]([CH2:36][N:37]=[C:38]=[O:39])=[CH:34][CH:33]=1. The yield is 0.310. The product is [Cl:31][C:32]1[CH:33]=[CH:34][C:35]([CH2:36][NH:37][C:38]([C:4]2[S:3](=[O:22])(=[O:23])[N:2]([CH3:1])[C:7]3[S:8][C:9]([C:11]#[C:12][CH2:13][O:14][CH:15]4[CH2:20][CH2:19][CH2:18][CH2:17][O:16]4)=[CH:10][C:6]=3[C:5]=2[OH:21])=[O:39])=[CH:40][CH:41]=1. The catalyst is CS(C)=O.Cl. (8) The yield is 0.940. The catalyst is CO.O. The product is [CH3:16][O:17][C:2]1[N:3]=[CH:4][C:5]([C:8]([OH:10])=[O:9])=[N:6][CH:7]=1. The reactants are Cl[C:2]1[N:3]=[CH:4][C:5]([C:8]([OH:10])=[O:9])=[N:6][CH:7]=1.S(=O)(=O)(O)O.[CH3:16][O-:17].[Na+].[OH-].[Na+].